From a dataset of CYP1A2 inhibition data for predicting drug metabolism from PubChem BioAssay. Regression/Classification. Given a drug SMILES string, predict its absorption, distribution, metabolism, or excretion properties. Task type varies by dataset: regression for continuous measurements (e.g., permeability, clearance, half-life) or binary classification for categorical outcomes (e.g., BBB penetration, CYP inhibition). Dataset: cyp1a2_veith. (1) The molecule is CCC(=O)NC(NC(=O)CC)C(Cl)Cl. The result is 0 (non-inhibitor). (2) The result is 0 (non-inhibitor). The molecule is O=C1[C@H]2O[C@@H]2[C@@H](O)[C@H]2[C@H]1CCn1c(=O)n(Cc3cc4c(cc3Cl)OCO4)c(=O)n12. (3) The drug is CN(CCCNC(=O)c1cccn2c(=O)c3ccccc3nc12)Cc1ccccc1. The result is 1 (inhibitor). (4) The compound is COC(=O)[C@@H]1C[C@H]1[C@@H](NC(=O)Oc1ccc(F)cc1)c1ccccc1. The result is 1 (inhibitor).